Dataset: Reaction yield outcomes from USPTO patents with 853,638 reactions. Task: Predict the reaction yield, written as a fraction of the theoretical maximum amount of product (1.0 means a 100% yield; for example, 0.34 means a 34% yield). The reactants are Br[C:2]1[CH:23]=[CH:22][C:5]2[N:6]=[C:7]([NH:10][CH:11]3[C:15]4[C:16]([O:20][CH3:21])=[CH:17][CH:18]=[CH:19][C:14]=4[O:13][CH2:12]3)[O:8][CH2:9][C:4]=2[CH:3]=1.[NH2:24][C:25]1[N:30]=[C:29]([C:31]([F:34])([F:33])[F:32])[CH:28]=[CH:27][N:26]=1. The product is [CH3:21][O:20][C:16]1[C:15]2[CH:11]([NH:10][C:7]3[O:8][CH2:9][C:4]4[CH:3]=[C:2]([NH:24][C:25]5[N:30]=[C:29]([C:31]([F:34])([F:32])[F:33])[CH:28]=[CH:27][N:26]=5)[CH:23]=[CH:22][C:5]=4[N:6]=3)[CH2:12][O:13][C:14]=2[CH:19]=[CH:18][CH:17]=1. The yield is 0.590. No catalyst specified.